Dataset: Reaction yield outcomes from USPTO patents with 853,638 reactions. Task: Predict the reaction yield, written as a fraction of the theoretical maximum amount of product (1.0 means a 100% yield; for example, 0.34 means a 34% yield). (1) The reactants are C[O:2][C:3]([C:5]1[CH:6]=[CH:7][C:8]2[N:9]([CH:20]=[N:21][CH:22]=2)[C:10]=1[NH:11][C:12]1[CH:17]=[CH:16][C:15]([Br:18])=[CH:14][C:13]=1[F:19])=[O:4].[OH-].[Na+]. No catalyst specified. The product is [Br:18][C:15]1[CH:16]=[CH:17][C:12]([NH:11][C:10]2[N:9]3[CH:20]=[N:21][CH:22]=[C:8]3[CH:7]=[CH:6][C:5]=2[C:3]([OH:4])=[O:2])=[C:13]([F:19])[CH:14]=1. The yield is 0.850. (2) The reactants are [I-].[Na+].C[Si](Cl)(C)C.[F:8][C:9]1[CH:25]=[C:24]([C:26]([F:29])([F:28])[F:27])[CH:23]=[C:22]([C:30]([F:33])([F:32])[F:31])[C:10]=1[C:11]([NH:13][C:14]1[CH:19]=[CH:18][N:17]=[C:16]([O:20]C)[CH:15]=1)=[O:12]. The catalyst is C(#N)C.O. The product is [F:8][C:9]1[CH:25]=[C:24]([C:26]([F:28])([F:29])[F:27])[CH:23]=[C:22]([C:30]([F:33])([F:31])[F:32])[C:10]=1[C:11]([NH:13][C:14]1[CH:19]=[CH:18][NH:17][C:16](=[O:20])[CH:15]=1)=[O:12]. The yield is 0.830. (3) The reactants are [NH2:1][C:2]1[N:7]=[C:6]([CH3:8])[C:5]([CH2:9][NH:10][C:11]([C:13]2[CH:18]=[CH:17][N:16]=[C:15]([CH2:19][C:20]3[CH:21]=[C:22]4[C:27](=[C:28]([C:30](OC)=[O:31])[CH:29]=3)[N:26]=[CH:25][C:24]([Cl:34])=[CH:23]4)[CH:14]=2)=[O:12])=[C:4]([CH3:35])[CH:3]=1.[H-].[H-].[H-].[H-].[Li+].[Al+3]. The catalyst is C1COCC1. The product is [NH2:1][C:2]1[N:7]=[C:6]([CH3:8])[C:5]([CH2:9][NH:10][C:11](=[O:12])[C:13]2[CH:18]=[CH:17][N:16]=[C:15]([CH2:19][C:20]3[CH:21]=[C:22]4[C:27](=[C:28]([CH2:30][OH:31])[CH:29]=3)[N:26]=[CH:25][C:24]([Cl:34])=[CH:23]4)[CH:14]=2)=[C:4]([CH3:35])[CH:3]=1. The yield is 0.0700. (4) The reactants are [C:1]([C:3]1[CH:4]=[C:5]([OH:9])[CH:6]=[CH:7][CH:8]=1)#[N:2].[CH:10]1(Br)[CH2:12][CH2:11]1.N12CCCN=C1CCCCC2. The catalyst is O. The product is [CH:10]1([O:9][C:5]2[CH:4]=[C:3]([CH:8]=[CH:7][CH:6]=2)[C:1]#[N:2])[CH2:12][CH2:11]1. The yield is 0.360.